This data is from NCI-60 drug combinations with 297,098 pairs across 59 cell lines. The task is: Regression. Given two drug SMILES strings and cell line genomic features, predict the synergy score measuring deviation from expected non-interaction effect. (1) Cell line: IGROV1. Drug 2: CC1C(C(CC(O1)OC2CC(CC3=C2C(=C4C(=C3O)C(=O)C5=CC=CC=C5C4=O)O)(C(=O)C)O)N)O. Drug 1: COC1=C(C=C2C(=C1)N=CN=C2NC3=CC(=C(C=C3)F)Cl)OCCCN4CCOCC4. Synergy scores: CSS=61.9, Synergy_ZIP=-0.706, Synergy_Bliss=-2.35, Synergy_Loewe=-6.37, Synergy_HSA=0.861. (2) Synergy scores: CSS=12.5, Synergy_ZIP=4.27, Synergy_Bliss=6.99, Synergy_Loewe=-11.4, Synergy_HSA=1.78. Cell line: HCC-2998. Drug 1: CC1=CC=C(C=C1)C2=CC(=NN2C3=CC=C(C=C3)S(=O)(=O)N)C(F)(F)F. Drug 2: C1=NC(=NC(=O)N1C2C(C(C(O2)CO)O)O)N. (3) Drug 1: CC1=C(C=C(C=C1)NC(=O)C2=CC=C(C=C2)CN3CCN(CC3)C)NC4=NC=CC(=N4)C5=CN=CC=C5. Drug 2: CC1=C(N=C(N=C1N)C(CC(=O)N)NCC(C(=O)N)N)C(=O)NC(C(C2=CN=CN2)OC3C(C(C(C(O3)CO)O)O)OC4C(C(C(C(O4)CO)O)OC(=O)N)O)C(=O)NC(C)C(C(C)C(=O)NC(C(C)O)C(=O)NCCC5=NC(=CS5)C6=NC(=CS6)C(=O)NCCC[S+](C)C)O. Cell line: NCI-H522. Synergy scores: CSS=14.6, Synergy_ZIP=-0.0895, Synergy_Bliss=-3.62, Synergy_Loewe=-16.0, Synergy_HSA=-4.24. (4) Drug 1: C1=CC=C(C=C1)NC(=O)CCCCCCC(=O)NO. Drug 2: CS(=O)(=O)OCCCCOS(=O)(=O)C. Cell line: SN12C. Synergy scores: CSS=16.0, Synergy_ZIP=-6.13, Synergy_Bliss=-0.350, Synergy_Loewe=-0.390, Synergy_HSA=0.288. (5) Drug 1: C1CCC(C1)C(CC#N)N2C=C(C=N2)C3=C4C=CNC4=NC=N3. Drug 2: CS(=O)(=O)CCNCC1=CC=C(O1)C2=CC3=C(C=C2)N=CN=C3NC4=CC(=C(C=C4)OCC5=CC(=CC=C5)F)Cl. Cell line: PC-3. Synergy scores: CSS=8.93, Synergy_ZIP=1.25, Synergy_Bliss=7.40, Synergy_Loewe=11.7, Synergy_HSA=5.81. (6) Drug 1: CC(CN1CC(=O)NC(=O)C1)N2CC(=O)NC(=O)C2. Drug 2: C1C(C(OC1N2C=NC3=C(N=C(N=C32)Cl)N)CO)O. Cell line: UACC-257. Synergy scores: CSS=-6.33, Synergy_ZIP=-0.466, Synergy_Bliss=-5.25, Synergy_Loewe=-8.69, Synergy_HSA=-8.01.